This data is from Catalyst prediction with 721,799 reactions and 888 catalyst types from USPTO. The task is: Predict which catalyst facilitates the given reaction. (1) Reactant: [OH:1][C:2]1[C:7]([CH2:8][CH2:9][CH3:10])=[C:6]([OH:11])[CH:5]=[CH:4][C:3]=1[C:12](=[O:14])[CH3:13].[H-].[Na+].Br[CH2:18][C:19]1[CH:24]=[CH:23][C:22]([S:25]([NH:28][C:29]2[CH:34]=[CH:33][CH:32]=[C:31]([C:35]#[N:36])[CH:30]=2)(=[O:27])=[O:26])=[CH:21][CH:20]=1. Product: [C:12]([C:3]1[CH:4]=[CH:5][C:6]([O:11][CH2:18][C:19]2[CH:24]=[CH:23][C:22]([S:25]([NH:28][C:29]3[CH:34]=[CH:33][CH:32]=[C:31]([C:35]#[N:36])[CH:30]=3)(=[O:27])=[O:26])=[CH:21][CH:20]=2)=[C:7]([CH2:8][CH2:9][CH3:10])[C:2]=1[OH:1])(=[O:14])[CH3:13]. The catalyst class is: 391. (2) Reactant: [F:1][C:2]1[CH:7]=[C:6]([F:8])[CH:5]=[C:4](F)[C:3]=1[N+:10]([O-:12])=[O:11].[C:13]([O-])([O-])=[O:14].[K+].[K+].CI. Product: [F:1][C:2]1[CH:7]=[C:6]([F:8])[CH:5]=[C:4]([O:14][CH3:13])[C:3]=1[N+:10]([O-:12])=[O:11]. The catalyst class is: 21. (3) Reactant: [CH3:1][C:2]1[CH:3]=[C:4]([CH:24]=[CH:25][C:26]=1[CH3:27])[O:5][C:6]1[CH:11]=[CH:10][C:9]([C:12]2[C:17]3=[N:18][S:19](=[O:23])(=[O:22])[CH2:20][CH2:21][N:16]3[CH:15]=[CH:14][CH:13]=2)=[CH:8][CH:7]=1. Product: [CH3:1][C:2]1[CH:3]=[C:4]([CH:24]=[CH:25][C:26]=1[CH3:27])[O:5][C:6]1[CH:7]=[CH:8][C:9]([CH:12]2[C:17]3=[N:18][S:19](=[O:22])(=[O:23])[CH2:20][CH2:21][N:16]3[CH2:15][CH2:14][CH2:13]2)=[CH:10][CH:11]=1. The catalyst class is: 609. (4) Reactant: [NH2:1][C:2]1[CH:9]=[CH:8][C:7]([Cl:10])=[CH:6][C:3]=1[CH:4]=O.C(=O)([O-])[O-].[K+].[K+].[F:17][C:18]([F:27])([F:26])/[CH:19]=[CH:20]/[C:21]([O:23]CC)=[O:22]. Product: [Cl:10][C:7]1[CH:6]=[C:3]2[C:2](=[CH:9][CH:8]=1)[NH:1][CH:19]([C:18]([F:27])([F:26])[F:17])[C:20]([C:21]([OH:23])=[O:22])=[CH:4]2. The catalyst class is: 9. (5) Reactant: [CH3:1][C:2]1[CH:7]=[C:6]([CH3:8])[NH:5][C:4](=[O:9])[C:3]=1[CH2:10][NH:11][C:12]([C:14]1[C:15]2[CH:24]=[N:23][N:22]([CH:25]([CH3:27])[CH3:26])[C:16]=2[N:17]=[C:18]([CH:20]=[O:21])[CH:19]=1)=[O:13].[OH:28]OS([O-])=O.[K+].O.CO.C(Cl)Cl. Product: [CH3:1][C:2]1[CH:7]=[C:6]([CH3:8])[NH:5][C:4](=[O:9])[C:3]=1[CH2:10][NH:11][C:12]([C:14]1[CH:19]=[C:18]([C:20]([OH:28])=[O:21])[N:17]=[C:16]2[N:22]([CH:25]([CH3:27])[CH3:26])[N:23]=[CH:24][C:15]=12)=[O:13]. The catalyst class is: 3. (6) Reactant: [P:1](Cl)(Cl)([O:3][C:4]1[CH:9]=[CH:8][CH:7]=[CH:6][CH:5]=1)=[O:2].[NH2:12][C@@H:13]([CH3:23])[C:14]([O:16][CH2:17][CH2:18][C:19]([CH3:22])([CH3:21])[CH3:20])=[O:15].C(N(CC)CC)C.[N+:31]([C:34]1[CH:39]=[CH:38][C:37]([OH:40])=[CH:36][CH:35]=1)([O-:33])=[O:32]. Product: [N+:31]([C:34]1[CH:39]=[CH:38][C:37]([O:40][P:1]([NH:12][C@@H:13]([CH3:23])[C:14]([O:16][CH2:17][CH2:18][C:19]([CH3:22])([CH3:21])[CH3:20])=[O:15])([O:3][C:4]2[CH:9]=[CH:8][CH:7]=[CH:6][CH:5]=2)=[O:2])=[CH:36][CH:35]=1)([O-:33])=[O:32]. The catalyst class is: 2.